Dataset: Cav3 T-type calcium channel HTS with 100,875 compounds. Task: Binary Classification. Given a drug SMILES string, predict its activity (active/inactive) in a high-throughput screening assay against a specified biological target. (1) The molecule is S(=O)(=O)(N(c1ccc(OC)cc1)C(=O)c1occc1)c1cc([N+]([O-])=O)ccc1. The result is 0 (inactive). (2) The result is 0 (inactive). The drug is S(=O)(=O)(NC1CCCCC1)c1c2c(c(F)cc1)cccc2. (3) The compound is S(CC(=O)Nc1cc2OCOc2cc1)c1oc(nn1)Cc1ccccc1. The result is 0 (inactive). (4) The molecule is Clc1c(C(=O)N2CCc3c2cccc3)cc(S(=O)(=O)N(CC)CC)cc1. The result is 0 (inactive). (5) The molecule is o1c(CNC(=O)c2c3c(cccc3)c(oc2)=O)ccc1C. The result is 0 (inactive). (6) The drug is OC(=O)C(NC(=O)c1ccccc1)Cc1c2c([nH]c1)cccc2. The result is 0 (inactive). (7) The compound is S1C(C(=O)N(CC(=O)NC2CCCC2)c2c1cccc2)CC. The result is 0 (inactive). (8) The result is 0 (inactive). The compound is O=C(N1CC(CCC1)C)Cn1c2c(nc1c1nonc1N)cccc2.